From a dataset of Full USPTO retrosynthesis dataset with 1.9M reactions from patents (1976-2016). Predict the reactants needed to synthesize the given product. (1) Given the product [Cl:12][C:8]1[CH:7]=[C:6]2[C:11]([C:2]([NH:13][CH2:14][CH2:15][OH:16])=[CH:3][CH:4]=[N:5]2)=[CH:10][CH:9]=1, predict the reactants needed to synthesize it. The reactants are: Cl[C:2]1[C:11]2[C:6](=[CH:7][C:8]([Cl:12])=[CH:9][CH:10]=2)[N:5]=[CH:4][CH:3]=1.[NH2:13][CH2:14][CH2:15][OH:16].[OH-].[Na+]. (2) Given the product [CH2:4]([O:9][C:10]1[CH:11]=[C:12]([CH:21]=[C:22]([N+:24]([O-:26])=[O:25])[CH:23]=1)[C:13]([OH:15])=[O:14])[CH2:5][CH:6]([CH3:8])[CH3:7], predict the reactants needed to synthesize it. The reactants are: O[Li].O.[CH2:4]([O:9][C:10]1[CH:11]=[C:12]([CH:21]=[C:22]([N+:24]([O-:26])=[O:25])[CH:23]=1)[C:13]([O:15]CCC(C)C)=[O:14])[CH2:5][CH:6]([CH3:8])[CH3:7].Cl. (3) Given the product [CH3:29][Si:30]([NH:6][C@H:5]([C:4]([OH:3])=[O:20])[CH3:22])([CH3:32])[CH3:31], predict the reactants needed to synthesize it. The reactants are: C([O:3][C:4](=[O:20])[CH2:5][N:6]=C(C1C=CC=CC=1)C1C=CC=CC=1)C.[Li+].[CH3:22]C([N-]C(C)C)C.[CH3:29][Si:30](CI)([CH3:32])[CH3:31]. (4) Given the product [CH:1]1([N:6]2[C:10]3[N:11]=[C:12]([NH:15][C:16]4[CH:24]=[CH:23][C:19]([C:20]([N:40]5[CH2:39][C@H:38]6[CH:33]([OH:32])[C@H:34]([CH2:35][N:36]([C:42]([O:44][C:45]([CH3:48])([CH3:47])[CH3:46])=[O:43])[CH2:37]6)[CH2:41]5)=[O:21])=[CH:18][N:17]=4)[N:13]=[CH:14][C:9]=3[CH:8]=[C:7]2[C:25](=[O:29])[N:26]([CH3:27])[CH3:28])[CH2:2][CH2:3][CH2:4][CH2:5]1, predict the reactants needed to synthesize it. The reactants are: [CH:1]1([N:6]2[C:10]3[N:11]=[C:12]([NH:15][C:16]4[CH:24]=[CH:23][C:19]([C:20](O)=[O:21])=[CH:18][N:17]=4)[N:13]=[CH:14][C:9]=3[CH:8]=[C:7]2[C:25](=[O:29])[N:26]([CH3:28])[CH3:27])[CH2:5][CH2:4][CH2:3][CH2:2]1.[Li+].[Cl-].[OH:32][CH:33]1[C@H:38]2[CH2:39][NH:40][CH2:41][C@@H:34]1[CH2:35][N:36]([C:42]([O:44][C:45]([CH3:48])([CH3:47])[CH3:46])=[O:43])[CH2:37]2. (5) Given the product [CH3:12][N:11]([CH2:10][C:4]1[CH:3]=[C:2]([CH:7]=[CH:6][C:5]=1[O:8][CH3:9])[CH:22]=[O:23])[CH3:13], predict the reactants needed to synthesize it. The reactants are: Br[C:2]1[CH:7]=[CH:6][C:5]([O:8][CH3:9])=[C:4]([CH2:10][N:11]([CH3:13])[CH3:12])[CH:3]=1.[Li]CCCC.CN([CH:22]=[O:23])C.